From a dataset of Full USPTO retrosynthesis dataset with 1.9M reactions from patents (1976-2016). Predict the reactants needed to synthesize the given product. Given the product [CH:1]1(/[CH:6]=[C:7](\[C:20]2[CH:21]=[C:22]([S:25]([CH3:28])(=[O:27])=[O:26])[S:23][CH:24]=2)/[CH2:8][OH:9])[CH2:2][CH2:3][CH2:4][CH2:5]1, predict the reactants needed to synthesize it. The reactants are: [CH:1]1(/[CH:6]=[C:7](/B2OC(C)(C)C(C)(C)O2)\[CH2:8][OH:9])[CH2:5][CH2:4][CH2:3][CH2:2]1.Br[C:20]1[CH:21]=[C:22]([S:25]([CH3:28])(=[O:27])=[O:26])[S:23][CH:24]=1.[F-].[Cs+].